Predict which catalyst facilitates the given reaction. From a dataset of Catalyst prediction with 721,799 reactions and 888 catalyst types from USPTO. Product: [Cl:23][C:17]1[C:18]([CH:20]2[CH2:22][CH2:21]2)=[N:19][C:14]([C:11]2[S:10][C:9]([S:6]([NH2:5])(=[O:8])=[O:7])=[CH:13][CH:12]=2)=[N:15][C:16]=1[NH:24][C:25]1[NH:29][N:28]=[C:27]([CH:30]2[CH2:32][CH2:31]2)[CH:26]=1. Reactant: C([NH:5][S:6]([C:9]1[S:10][C:11]([C:14]2[N:19]=[C:18]([CH:20]3[CH2:22][CH2:21]3)[C:17]([Cl:23])=[C:16]([NH:24][C:25]3[NH:29][N:28]=[C:27]([CH:30]4[CH2:32][CH2:31]4)[CH:26]=3)[N:15]=2)=[CH:12][CH:13]=1)(=[O:8])=[O:7])(C)(C)C. The catalyst class is: 55.